This data is from Forward reaction prediction with 1.9M reactions from USPTO patents (1976-2016). The task is: Predict the product of the given reaction. Given the reactants [CH2:1]([CH:3]1[O:8][CH2:7][CH2:6][NH:5][CH2:4]1)[CH3:2].Br[C:10]1[CH:11]=[CH:12][C:13]2[O:14][CH2:15][C:16](=[O:20])[NH:17][C:18]=2[N:19]=1, predict the reaction product. The product is: [CH2:1]([CH:3]1[CH2:4][N:5]([C:10]2[CH:11]=[CH:12][C:13]3[O:14][CH2:15][C:16](=[O:20])[NH:17][C:18]=3[N:19]=2)[CH2:6][CH2:7][O:8]1)[CH3:2].